From a dataset of Forward reaction prediction with 1.9M reactions from USPTO patents (1976-2016). Predict the product of the given reaction. (1) Given the reactants Br[C:2]1[CH:3]=[C:4]([CH:25]=[CH:26][N:27]=1)[C:5]([NH:7][C:8]1[S:9][C:10]2[C:16]([N:17]3[CH2:22][CH2:21][O:20][CH2:19][CH2:18]3)=[CH:15][CH:14]=[C:13]([O:23][CH3:24])[C:11]=2[N:12]=1)=[O:6].C(=O)([O-])[O-].[Cs+].[Cs+].[NH2:34][CH2:35][CH2:36][C:37]1[CH:42]=[CH:41][CH:40]=[CH:39][N:38]=1, predict the reaction product. The product is: [CH3:24][O:23][C:13]1[C:11]2[N:12]=[C:8]([NH:7][C:5](=[O:6])[C:4]3[CH:25]=[CH:26][N:27]=[C:2]([NH:34][CH2:35][CH2:36][C:37]4[CH:42]=[CH:41][CH:40]=[CH:39][N:38]=4)[CH:3]=3)[S:9][C:10]=2[C:16]([N:17]2[CH2:22][CH2:21][O:20][CH2:19][CH2:18]2)=[CH:15][CH:14]=1. (2) Given the reactants [Cl:1][C:2]1[CH:7]=[CH:6][C:5]([C:8]2[C:14]3[CH:15]=[CH:16][CH:17]=[CH:18][C:13]=3[C:12]3[C:19]([CH3:22])=[N:20][O:21][C:11]=3[CH:10]([NH2:23])[N:9]=2)=[CH:4][CH:3]=1.[CH2:24]([N:26]=[C:27]=[O:28])[CH3:25].C(N(CC)CC)C, predict the reaction product. The product is: [Cl:1][C:2]1[CH:7]=[CH:6][C:5]([C:8]2[C:14]3[CH:15]=[CH:16][CH:17]=[CH:18][C:13]=3[C:12]3[C:19]([CH3:22])=[N:20][O:21][C:11]=3[CH:10]([NH:23][C:27]([NH:26][CH2:24][CH3:25])=[O:28])[N:9]=2)=[CH:4][CH:3]=1. (3) Given the reactants [CH2:1]([O:8][C:9]([NH:11][C@@H:12]([C:15]#[N:16])[CH2:13][CH3:14])=[O:10])[C:2]1[CH:7]=[CH:6][CH:5]=[CH:4][CH:3]=1.[N-:17]=[N+:18]=[N-:19].[Na+].Cl, predict the reaction product. The product is: [CH2:1]([O:8][C:9]([NH:11][C@@H:12]([C:15]1[NH:19][N:18]=[N:17][N:16]=1)[CH2:13][CH3:14])=[O:10])[C:2]1[CH:7]=[CH:6][CH:5]=[CH:4][CH:3]=1. (4) Given the reactants [CH2:1]([O:3][C:4](=[O:17])[C:5]([CH3:16])([CH2:11][CH2:12][CH:13]([CH3:15])[CH3:14])[C:6](OCC)=[O:7])[CH3:2].[H-].C([Al+]CC(C)C)C(C)C.C1(C)C=CC=CC=1, predict the reaction product. The product is: [CH2:1]([O:3][C:4](=[O:17])[C:5]([CH:6]=[O:7])([CH3:16])[CH2:11][CH2:12][CH:13]([CH3:14])[CH3:15])[CH3:2]. (5) Given the reactants [C:1]([N:4]1[C:8]2[N:9]=[CH:10][CH:11]=[C:12]([C:13]#[N:14])[C:7]=2[CH:6]=[CH:5]1)(=[O:3])[CH3:2].CCN(CC)CC.[C:22](OC(=O)C)(=[O:24])[CH3:23], predict the reaction product. The product is: [C:1]([N:4]1[C:8]2=[N:9][CH:10]=[CH:11][C:12]([CH2:13][NH:14][C:22](=[O:24])[CH3:23])=[C:7]2[CH2:6][CH2:5]1)(=[O:3])[CH3:2]. (6) Given the reactants [Cl:1][C:2]1[C:3]([C:8]([O:10][CH3:11])=[O:9])=[N:4][NH:5][C:6]=1[CH3:7].[H-].[Na+].Br[CH2:15][C:16]1[C:21]([F:22])=[CH:20][C:19]([O:23][CH2:24][CH3:25])=[CH:18][C:17]=1[F:26].O.[CH2:28]1COC[CH2:29]1, predict the reaction product. The product is: [Cl:1][C:2]1[C:3]([C:8]([O:10][CH3:11])=[O:9])=[N:4][N:5]([CH2:15][C:16]2[C:21]([F:22])=[CH:20][C:19]([O:23][CH2:24][CH3:25])=[CH:18][C:17]=2[F:26])[C:6]=1[CH:7]1[CH2:29][CH2:28]1. (7) Given the reactants [C:1]([C:3]1[CH:4]=[CH:5][C:6]2[O:11][C:10]([CH3:13])([CH3:12])[C@@H:9]3[O:14][C@@H:8]3[C:7]=2[CH:15]=1)#[N:2].[CH3:16][N:17]1[N:21]=[N:20][C:19]([CH2:22][NH:23][C:24]2[CH:29]=[CH:28][CH:27]=[CH:26][CH:25]=2)=[N:18]1, predict the reaction product. The product is: [C:1]([C:3]1[CH:4]=[CH:5][C:6]2[O:11][C:10]([CH3:13])([CH3:12])[C@H:9]([OH:14])[C@@H:8]([N:23]([C:24]3[CH:29]=[CH:28][CH:27]=[CH:26][CH:25]=3)[CH2:22][C:19]3[N:20]=[N:21][N:17]([CH3:16])[N:18]=3)[C:7]=2[CH:15]=1)#[N:2].